Dataset: Forward reaction prediction with 1.9M reactions from USPTO patents (1976-2016). Task: Predict the product of the given reaction. (1) Given the reactants [C:1](Cl)(=O)[C:2]([Cl:4])=[O:3].[I:7][C:8]1[CH:9]=C([CH:14]=[CH:15][CH:16]=1)C(O)=O, predict the reaction product. The product is: [I:7][C:8]1[CH:9]=[C:1]([CH:14]=[CH:15][CH:16]=1)[C:2]([Cl:4])=[O:3]. (2) Given the reactants C[O:2][C:3](=O)[C:4]1[CH:9]=[CH:8][C:7]([C:10]2[CH2:14][C:13]([C:19]3[CH:24]=[C:23]([Cl:25])[CH:22]=[C:21]([Cl:26])[CH:20]=3)([C:15]([F:18])([F:17])[F:16])[CH2:12][N:11]=2)=[CH:6][C:5]=1[Cl:27].CC(C[AlH]CC(C)C)C.CO, predict the reaction product. The product is: [Cl:26][C:21]1[CH:20]=[C:19]([C:13]2([C:15]([F:17])([F:18])[F:16])[CH2:12][N:11]=[C:10]([C:7]3[CH:8]=[CH:9][C:4]([CH:3]=[O:2])=[C:5]([Cl:27])[CH:6]=3)[CH2:14]2)[CH:24]=[C:23]([Cl:25])[CH:22]=1. (3) Given the reactants [CH3:1][CH:2]([OH:4])[CH3:3].[H-].[Na+].Cl[C:8]1[N:16]=[C:15]([Cl:17])[CH:14]=[CH:13][C:9]=1[C:10]([NH2:12])=[O:11], predict the reaction product. The product is: [Cl:17][C:15]1[CH:14]=[CH:13][C:9]([C:10]([NH2:12])=[O:11])=[C:8]([O:4][CH:2]([CH3:3])[CH3:1])[N:16]=1. (4) Given the reactants [NH2:1][C:2]1[N:7]=[C:6]([C:8]([NH:10][CH:11]([C:13]2[CH:18]=[CH:17][C:16]([O:19][CH2:20][C:21]([F:24])([F:23])[F:22])=[CH:15][CH:14]=2)[CH3:12])=[O:9])[CH:5]=[CH:4][N:3]=1.[C:25](Cl)(=[O:29])[CH:26]([CH3:28])[CH3:27], predict the reaction product. The product is: [C:25]([NH:1][C:2]1[N:7]=[C:6]([C:8]([NH:10][CH:11]([C:13]2[CH:18]=[CH:17][C:16]([O:19][CH2:20][C:21]([F:24])([F:22])[F:23])=[CH:15][CH:14]=2)[CH3:12])=[O:9])[CH:5]=[CH:4][N:3]=1)(=[O:29])[CH:26]([CH3:28])[CH3:27]. (5) Given the reactants [NH2:1][C:2]1[CH:3]=[C:4]([CH:24]=[CH:25][CH:26]=1)[CH2:5][S:6][C:7]1[NH:8][C:9](=[O:23])[C:10]([C:21]#[N:22])=[C:11]([C:13]2[CH:18]=[CH:17][CH:16]=[C:15]([O:19][CH3:20])[CH:14]=2)[N:12]=1.CN(C1C=CC=CN=1)C.[F:36][C:37]1[CH:38]=[C:39]([N:44]=[C:45]=[O:46])[CH:40]=[C:41]([F:43])[CH:42]=1, predict the reaction product. The product is: [C:21]([C:10]1[C:9](=[O:23])[NH:8][C:7]([S:6][CH2:5][C:4]2[CH:3]=[C:2]([NH:1][C:45]([NH:44][C:39]3[CH:40]=[C:41]([F:43])[CH:42]=[C:37]([F:36])[CH:38]=3)=[O:46])[CH:26]=[CH:25][CH:24]=2)=[N:12][C:11]=1[C:13]1[CH:18]=[CH:17][CH:16]=[C:15]([O:19][CH3:20])[CH:14]=1)#[N:22].